Task: Predict the product of the given reaction.. Dataset: Forward reaction prediction with 1.9M reactions from USPTO patents (1976-2016) Given the reactants [CH3:1][C:2]([Si:5]([CH3:19])([CH3:18])[O:6][CH2:7][C:8]1[CH:13]=[CH:12][CH:11]=[C:10]([O:14][CH2:15][O:16][CH3:17])[CH:9]=1)([CH3:4])[CH3:3].[Li]CCCC.Cl[C:26](=[O:32])[C:27]([O:29][CH2:30][CH3:31])=[O:28], predict the reaction product. The product is: [CH3:4][C:2]([Si:5]([CH3:18])([CH3:19])[O:6][CH2:7][C:8]1[CH:13]=[CH:12][CH:11]=[C:10]([O:14][CH2:15][O:16][CH3:17])[C:9]=1[C:26](=[O:32])[C:27]([O:29][CH2:30][CH3:31])=[O:28])([CH3:1])[CH3:3].